From a dataset of Merck oncology drug combination screen with 23,052 pairs across 39 cell lines. Regression. Given two drug SMILES strings and cell line genomic features, predict the synergy score measuring deviation from expected non-interaction effect. (1) Drug 1: O=C(O)C1(Cc2cccc(Nc3nccs3)n2)CCC(Oc2cccc(Cl)c2F)CC1. Drug 2: O=C(NOCC(O)CO)c1ccc(F)c(F)c1Nc1ccc(I)cc1F. Cell line: OV90. Synergy scores: synergy=2.57. (2) Drug 1: CC(=O)OC1C(=O)C2(C)C(O)CC3OCC3(OC(C)=O)C2C(OC(=O)c2ccccc2)C2(O)CC(OC(=O)C(O)C(NC(=O)c3ccccc3)c3ccccc3)C(C)=C1C2(C)C. Drug 2: C#Cc1cccc(Nc2ncnc3cc(OCCOC)c(OCCOC)cc23)c1. Cell line: A2780. Synergy scores: synergy=-8.95. (3) Drug 1: COc1cc(C2c3cc4c(cc3C(OC3OC5COC(C)OC5C(O)C3O)C3COC(=O)C23)OCO4)cc(OC)c1O. Drug 2: NC1(c2ccc(-c3nc4ccn5c(=O)[nH]nc5c4cc3-c3ccccc3)cc2)CCC1. Cell line: SW620. Synergy scores: synergy=19.4. (4) Drug 1: O=C(CCCCCCC(=O)Nc1ccccc1)NO. Drug 2: CC(C)CC(NC(=O)C(Cc1ccccc1)NC(=O)c1cnccn1)B(O)O. Cell line: HCT116. Synergy scores: synergy=-3.82. (5) Drug 1: O=S1(=O)NC2(CN1CC(F)(F)F)C1CCC2Cc2cc(C=CCN3CCC(C(F)(F)F)CC3)ccc2C1. Drug 2: CCC1(O)CC2CN(CCc3c([nH]c4ccccc34)C(C(=O)OC)(c3cc4c(cc3OC)N(C)C3C(O)(C(=O)OC)C(OC(C)=O)C5(CC)C=CCN6CCC43C65)C2)C1. Cell line: A2780. Synergy scores: synergy=8.22.